Dataset: Reaction yield outcomes from USPTO patents with 853,638 reactions. Task: Predict the reaction yield, written as a fraction of the theoretical maximum amount of product (1.0 means a 100% yield; for example, 0.34 means a 34% yield). (1) The reactants are FC(F)(F)C(O)=O.CC1(C)[N:13](C(OC(C)(C)C)=O)[C@H:12]([C:21]([N:23]2[CH2:28][CH2:27][O:26][CH2:25][CH2:24]2)=[O:22])[CH2:11][O:10]1.[Cl:30]CCl. No catalyst specified. The product is [ClH:30].[NH2:13][C@@H:12]([CH2:11][OH:10])[C:21]([N:23]1[CH2:28][CH2:27][O:26][CH2:25][CH2:24]1)=[O:22]. The yield is 0.790. (2) The reactants are C(N(CC)CC)C.C(Cl)Cl.[CH:11]1([CH2:14][N:15]2[C:23]([N:24]3[CH2:29][C@H:28]([CH3:30])[NH:27][C@H:26]([CH3:31])[CH2:25]3)=[N:22][C:21]3[C:16]2=[N:17][C:18]([C:38]2[CH:39]=[N:40][C:41]([NH2:44])=[N:42][CH:43]=2)=[N:19][C:20]=3[N:32]2[CH2:37][CH2:36][O:35][CH2:34][CH2:33]2)[CH2:13][CH2:12]1.[C:45](OC(=O)C)(=[O:47])[CH3:46]. The catalyst is C(Cl)Cl.CO.CN(C)C=O. The product is [C:45]([N:27]1[C@@H:28]([CH3:30])[CH2:29][N:24]([C:23]2[N:15]([CH2:14][CH:11]3[CH2:13][CH2:12]3)[C:16]3[C:21]([N:22]=2)=[C:20]([N:32]2[CH2:33][CH2:34][O:35][CH2:36][CH2:37]2)[N:19]=[C:18]([C:38]2[CH:39]=[N:40][C:41]([NH2:44])=[N:42][CH:43]=2)[N:17]=3)[CH2:25][C@H:26]1[CH3:31])(=[O:47])[CH3:46]. The yield is 0.970. (3) The reactants are O.[NH2:2][NH2:3].[C:4]1([CH:10]([C:15]2[CH:20]=[CH:19][CH:18]=[CH:17][CH:16]=2)[C:11](OC)=[O:12])[CH:9]=[CH:8][CH:7]=[CH:6][CH:5]=1. The catalyst is CO. The product is [C:4]1([CH:10]([C:15]2[CH:20]=[CH:19][CH:18]=[CH:17][CH:16]=2)[C:11]([NH:2][NH2:3])=[O:12])[CH:9]=[CH:8][CH:7]=[CH:6][CH:5]=1. The yield is 0.830.